Dataset: Full USPTO retrosynthesis dataset with 1.9M reactions from patents (1976-2016). Task: Predict the reactants needed to synthesize the given product. (1) Given the product [CH3:18][N:19]([CH3:36])[C:20]([O:22][C:23]1[CH:24]=[C:25]2[C:30](=[CH:31][CH:32]=1)[C@@H:29]([CH2:33][CH2:34][O:16][C:13]1[CH:14]=[CH:15][C:10]([Cl:9])=[C:11]([CH3:17])[CH:12]=1)[NH:28][CH2:27][CH2:26]2)=[O:21].[F:37][C:38]([F:43])([F:42])[C:39]([NH2:41])=[O:40], predict the reactants needed to synthesize it. The reactants are: C(=O)([O-])[O-].[K+].[K+].[I-].[K+].[Cl:9][C:10]1[C:11]([CH3:17])=[CH:12][C:13]([OH:16])=[CH:14][CH:15]=1.[CH3:18][N:19]([CH3:36])[C:20]([O:22][C:23]1[CH:24]=[C:25]2[C:30](=[CH:31][CH:32]=1)[C@@H:29]([CH2:33][CH2:34]Br)[NH:28][CH2:27][CH2:26]2)=[O:21].[F:37][C:38]([F:43])([F:42])[C:39]([NH2:41])=[O:40]. (2) Given the product [Cl:1][C:2]1[CH:7]=[CH:6][C:5]([C:8]2[C:9]([O:17][CH:18]3[CH2:21][CH2:20][CH2:19]3)=[N:10][CH:11]=[C:12]([CH:16]=2)[C:13]([NH:31][CH2:30][C:28]2[O:27][N:26]=[C:25]([C:24]([F:33])([F:32])[F:23])[N:29]=2)=[O:14])=[CH:4][C:3]=1[CH3:22], predict the reactants needed to synthesize it. The reactants are: [Cl:1][C:2]1[CH:7]=[CH:6][C:5]([C:8]2[C:9]([O:17][CH:18]3[CH2:21][CH2:20][CH2:19]3)=[N:10][CH:11]=[C:12]([CH:16]=2)[C:13](O)=[O:14])=[CH:4][C:3]=1[CH3:22].[F:23][C:24]([F:33])([F:32])[C:25]1[N:29]=[C:28]([CH2:30][NH2:31])[O:27][N:26]=1. (3) Given the product [CH:5]1[C:4]([CH2:3][C@H:2]([NH2:15])[C:12]([OH:14])=[O:13])=[CH:9][C:8]([OH:10])=[C:7]([OH:11])[CH:6]=1, predict the reactants needed to synthesize it. The reactants are: C[C@@:2]([NH:15]N)([C:12]([OH:14])=[O:13])[CH2:3][C:4]1[CH:5]=[CH:6][C:7]([OH:11])=[C:8]([OH:10])[CH:9]=1. (4) Given the product [C:66]([O:65][C:63]([N:55]([C:56]([O:58][C:59]([CH3:60])([CH3:61])[CH3:62])=[O:57])[C:51]1[C:52]2[C:47](=[CH:46][C:45]([NH:44][CH:72]([C:37]3[CH:38]=[CH:39][C:34]([C@@H:32]([CH3:33])[CH2:31][O:30][C:28](=[O:29])[NH:27][C:16]4[CH:15]=[C:14]([CH2:13][NH:11][CH3:12])[C:19]([O:20][C@H:21]5[CH2:25][CH2:24][O:23][CH2:22]5)=[C:18]([F:26])[CH:17]=4)=[C:35]([CH3:43])[CH:36]=3)[C:71]([OH:75])=[O:74])=[CH:54][CH:53]=2)[CH:48]=[CH:49][N:50]=1)=[O:64])([CH3:69])([CH3:68])[CH3:67], predict the reactants needed to synthesize it. The reactants are: C(OC([N:11]([CH2:13][C:14]1[CH:15]=[C:16]([NH:27][C:28]([O:30][CH2:31][C@@H:32]([C:34]2[CH:39]=[CH:38][C:37](B(O)O)=[CH:36][C:35]=2[CH3:43])[CH3:33])=[O:29])[CH:17]=[C:18]([F:26])[C:19]=1[O:20][C@H:21]1[CH2:25][CH2:24][O:23][CH2:22]1)[CH3:12])=O)C1C=CC=CC=1.[NH2:44][C:45]1[CH:46]=[C:47]2[C:52](=[CH:53][CH:54]=1)[C:51]([N:55]([C:63]([O:65][C:66]([CH3:69])([CH3:68])[CH3:67])=[O:64])[C:56]([O:58][C:59]([CH3:62])([CH3:61])[CH3:60])=[O:57])=[N:50][CH:49]=[CH:48]2.O.[C:71]([OH:75])(=[O:74])[CH:72]=O. (5) Given the product [CH2:3]([N:10]1[CH2:15][CH2:14][CH2:13][CH:12]([CH2:16][N:17]2[CH2:22][CH2:21][N:20]([C:47]([NH:46][C:41]3[CH:42]=[CH:43][C:44]([Cl:45])=[C:39]([Cl:38])[CH:40]=3)=[O:48])[CH2:19][C:18]2=[O:23])[CH2:11]1)[C:4]1[CH:5]=[CH:6][CH:7]=[CH:8][CH:9]=1, predict the reactants needed to synthesize it. The reactants are: Cl.Cl.[CH2:3]([N:10]1[CH2:15][CH2:14][CH2:13][CH:12]([CH2:16][N:17]2[CH2:22][CH2:21][NH:20][CH2:19][C:18]2=[O:23])[CH2:11]1)[C:4]1[CH:9]=[CH:8][CH:7]=[CH:6][CH:5]=1.C(N(CC)C(C)C)(C)C.CN(C)C=O.[Cl:38][C:39]1[CH:40]=[C:41]([N:46]=[C:47]=[O:48])[CH:42]=[CH:43][C:44]=1[Cl:45]. (6) The reactants are: [F:1][C:2]([F:26])([F:25])[C:3]1[CH:4]=[CH:5][C:6]([O:9][CH2:10][CH2:11][CH2:12][O:13][N:14]2C(=O)C3=CC=CC=C3C2=O)=[N:7][CH:8]=1.C(Cl)(Cl)Cl.O.NN.C(O)(C)C. Given the product [F:25][C:2]([F:1])([F:26])[C:3]1[CH:4]=[CH:5][C:6]([O:9][CH2:10][CH2:11][CH2:12][O:13][NH2:14])=[N:7][CH:8]=1, predict the reactants needed to synthesize it. (7) Given the product [C:1]1([CH2:7][N:8]2[CH:12]=[C:11]([C:13]3[N:22]=[C:21]([NH:23][CH2:24][C@H:25]4[CH2:30][CH2:29][CH2:28][NH:27][CH2:26]4)[C:16]4=[N:17][CH:18]=[CH:19][N:20]=[C:15]4[CH:14]=3)[CH:10]=[N:9]2)[CH:2]=[CH:3][CH:4]=[CH:5][CH:6]=1, predict the reactants needed to synthesize it. The reactants are: [C:1]1([CH2:7][N:8]2[CH:12]=[C:11]([C:13]3[N:22]=[C:21]([NH:23][CH2:24][C@H:25]4[CH2:30][CH2:29][CH2:28][N:27](C(OC(C)(C)C)=O)[CH2:26]4)[C:16]4=[N:17][CH:18]=[CH:19][N:20]=[C:15]4[CH:14]=3)[CH:10]=[N:9]2)[CH:6]=[CH:5][CH:4]=[CH:3][CH:2]=1.FC(F)(F)C(O)=O. (8) Given the product [F:31][C:32]1[CH:63]=[CH:62][C:61]([F:64])=[CH:60][C:33]=1[CH:34]=[C:35]1[CH2:40][CH2:39][N:38]([C:41]([NH:43][C:44]2[CH:49]=[CH:48][C:47]([NH:50][C:7](=[O:9])[C:2]3[CH:3]=[CH:4][CH:5]=[CH:6][N:1]=3)=[CH:46][CH:45]=2)=[O:42])[CH2:37][CH2:36]1, predict the reactants needed to synthesize it. The reactants are: [N:1]1[CH:6]=[CH:5][CH:4]=[CH:3][C:2]=1[C:7]([OH:9])=O.C1C=CC2N(O)N=NC=2C=1.CCN=C=NCCCN(C)C.[F:31][C:32]1[CH:63]=[CH:62][C:61]([F:64])=[CH:60][C:33]=1[CH:34]=[C:35]1[CH2:40][CH2:39][N:38]([C:41]([NH:43][C:44]2[CH:49]=[CH:48][C:47]([NH:50]C(NC3C=CC=CC=3)=O)=[CH:46][CH:45]=2)=[O:42])[CH2:37][CH2:36]1.CCN(CC)CC.